The task is: Predict the reaction yield, written as a fraction of the theoretical maximum amount of product (1.0 means a 100% yield; for example, 0.34 means a 34% yield).. This data is from Reaction yield outcomes from USPTO patents with 853,638 reactions. (1) The reactants are [H-].[Na+].[F:3][C:4]1[CH:9]=[CH:8][C:7](/[CH:10]=[CH:11]/[C:12]([N:14]2[CH2:19][CH2:18][N:17]([CH:20]([CH3:22])[CH3:21])[CH2:16][CH2:15]2)=[O:13])=[CH:6][CH:5]=1.CO.[CH2:25](Cl)Cl. The catalyst is CS(C)=O. The product is [F:3][C:4]1[CH:9]=[CH:8][C:7]([C@@H:10]2[CH2:25][C@H:11]2[C:12]([N:14]2[CH2:15][CH2:16][N:17]([CH:20]([CH3:22])[CH3:21])[CH2:18][CH2:19]2)=[O:13])=[CH:6][CH:5]=1. The yield is 0.570. (2) The reactants are [CH:1](=O)[CH2:2][CH3:3].C(O)(=O)C.C(O[BH-](OC(=O)C)OC(=O)C)(=O)C.[Na+].[CH2:23]([NH:29][C:30]1[CH:35]=[CH:34][C:33]([C:36]2[CH:41]=[CH:40][C:39]([NH:42][C:43]([C:45]3[CH:50]=[C:49]([N+:51]([O-:53])=[O:52])[CH:48]=[CH:47][C:46]=3[Cl:54])=[O:44])=[CH:38][CH:37]=2)=[CH:32][CH:31]=1)[CH2:24][CH2:25][CH2:26][CH2:27][CH3:28].C(=O)(O)[O-].[Na+]. The catalyst is C1COCC1.O. The product is [CH2:23]([N:29]([C:30]1[CH:31]=[CH:32][C:33]([C:36]2[CH:41]=[CH:40][C:39]([NH:42][C:43]([C:45]3[CH:50]=[C:49]([N+:51]([O-:53])=[O:52])[CH:48]=[CH:47][C:46]=3[Cl:54])=[O:44])=[CH:38][CH:37]=2)=[CH:34][CH:35]=1)[CH2:1][CH2:2][CH3:3])[CH2:24][CH2:25][CH2:26][CH2:27][CH3:28]. The yield is 0.720. (3) The reactants are [Cl:1][C:2]1[CH:7]=[C:6]([N+:8]([O-])=O)[CH:5]=[CH:4][C:3]=1[C:11]([CH3:26])([CH3:25])[CH2:12][NH:13][C:14]([C:16]1[C:24]2[C:19](=[CH:20][CH:21]=[CH:22][CH:23]=2)[NH:18][N:17]=1)=[O:15]. The catalyst is CO.O=[Pt]=O. The product is [NH2:8][C:6]1[CH:5]=[CH:4][C:3]([C:11]([CH3:25])([CH3:26])[CH2:12][NH:13][C:14]([C:16]2[C:24]3[C:19](=[CH:20][CH:21]=[CH:22][CH:23]=3)[NH:18][N:17]=2)=[O:15])=[C:2]([Cl:1])[CH:7]=1. The yield is 0.930. (4) The reactants are [NH2:1][C:2]1[CH:7]=[CH:6][CH:5]=[CH:4][N:3]=1.C(N(CC)CC)C.[F:15][C:16]([F:21])([F:20])[C:17](O)=[O:18].O. The catalyst is ClCCl. The product is [F:15][C:16]([F:21])([F:20])[C:17]([N:1]=[C:2]1[CH:7]=[CH:6][CH:5]=[CH:4][NH:3]1)=[O:18]. The yield is 0.710. (5) The reactants are CN(C)C=O.Br[C:7]1[C:16]([O:17][C:18]2[C:27]3[C:22](=[CH:23][C:24]([O:30][CH3:31])=[C:25]([O:28][CH3:29])[CH:26]=3)[N:21]=[CH:20][CH:19]=2)=[CH:15][C:14]2[C:9](=[CH:10][CH:11]=[CH:12][CH:13]=2)[N:8]=1.C([Sn](CCCC)(CCCC)[C:37]1[CH:42]=[CH:41][CH:40]=[CH:39][N:38]=1)CCC. The catalyst is [Cu]=O.O. The product is [CH3:29][O:28][C:25]1[CH:26]=[C:27]2[C:22](=[CH:23][C:24]=1[O:30][CH3:31])[N:21]=[CH:20][CH:19]=[C:18]2[O:17][C:16]1[C:7]([C:37]2[CH:42]=[CH:41][CH:40]=[CH:39][N:38]=2)=[N:8][C:9]2[C:14]([CH:15]=1)=[CH:13][CH:12]=[CH:11][CH:10]=2. The yield is 0.150.